From a dataset of Reaction yield outcomes from USPTO patents with 853,638 reactions. Predict the reaction yield, written as a fraction of the theoretical maximum amount of product (1.0 means a 100% yield; for example, 0.34 means a 34% yield). (1) The product is [Br:11][C:12]1[CH:13]=[C:14]([CH:15]=[CH:16][CH:17]=1)[O:8][CH:5]1[CH2:6][CH2:7][N:2]([CH3:1])[CH2:3][CH2:4]1. The yield is 0.650. The catalyst is CN(C=O)C. The reactants are [CH3:1][N:2]1[CH2:7][CH2:6][CH:5]([OH:8])[CH2:4][CH2:3]1.[H-].[Na+].[Br:11][C:12]1[CH:17]=[CH:16][CH:15]=[C:14](F)[CH:13]=1. (2) The reactants are C[N:2]1[CH:7]=[C:6]([C:8](O)=O)[C:5](C(OC)=O)=[C:4](Cl)[C:3]1=O.[N:17]1C=CC(B(O)O)=[CH:19][CH:18]=1.[C:26]([O-])([O-])=O.[Cs+].[Cs+].CO[CH2:34][CH2:35]OC.O. The catalyst is C1C=CC(P(C2C=CC=CC=2)[C-]2C=CC=C2)=CC=1.C1C=CC(P(C2C=CC=CC=2)[C-]2C=CC=C2)=CC=1.Cl[Pd]Cl.[Fe+2]. The product is [C:18]([CH2:19][C:3]1[CH:4]=[CH:5][C:6]2[C:7](=[CH:26][CH:34]=[CH:35][CH:8]=2)[N:2]=1)#[N:17]. The yield is 0.400. (3) The reactants are [F:1][C:2]1[CH:7]=[CH:6][C:5]([C:8]2[C:12](/[CH:13]=[CH:14]/[C:15]3[CH:16]=[C:17]([C:21]([OH:23])=O)[N:18]([CH3:20])[N:19]=3)=[C:11]([CH3:24])[O:10][N:9]=2)=[CH:4][CH:3]=1.[NH3:25]. No catalyst specified. The product is [F:1][C:2]1[CH:7]=[CH:6][C:5]([C:8]2[C:12](/[CH:13]=[CH:14]/[C:15]3[CH:16]=[C:17]([C:21]([NH2:25])=[O:23])[N:18]([CH3:20])[N:19]=3)=[C:11]([CH3:24])[O:10][N:9]=2)=[CH:4][CH:3]=1. The yield is 0.600. (4) The reactants are [CH2:1]([O:3][C:4](=[O:30])[CH2:5][CH2:6][CH2:7][CH2:8][CH2:9][N:10]1[CH2:15][CH2:14][O:13][C@@H:12]([CH2:16][NH:17][C:18](=[O:29])[C:19]2[CH:24]=[C:23]([Cl:25])[C:22]([NH2:26])=[CH:21][C:20]=2[O:27][CH3:28])[CH2:11]1)[CH3:2].[N:31]12CC[CH:34]([CH2:35][CH2:36]1)[CH:33](O)[CH2:32]2. The catalyst is C1(C)C=CC=CC=1.O.CCO.CCO.CCO.CCO.[Ti]. The product is [NH2:26][C:22]1[C:23]([Cl:25])=[CH:24][C:19]([C:18]([NH:17][CH2:16][C@H:12]2[CH2:11][N:10]([CH2:9][CH2:8][CH2:7][CH2:6][CH2:5][C:4]([O:3][C@@H:1]3[CH:34]4[CH2:35][CH2:36][N:31]([CH2:32][CH2:33]4)[CH2:2]3)=[O:30])[CH2:15][CH2:14][O:13]2)=[O:29])=[C:20]([O:27][CH3:28])[CH:21]=1. The yield is 0.100.